Binary Classification. Given a drug SMILES string, predict its activity (active/inactive) in a high-throughput screening assay against a specified biological target. From a dataset of Choline transporter screen with 302,306 compounds. (1) The molecule is S(Cc1[nH]c2c(c(=O)n1)cccc2)c1[nH]c(=O)c(CC)c(O)n1. The result is 0 (inactive). (2) The drug is O(C(=O)N1CCC(NC(=O)Cn2nc3c(CCCC3)c2)CC1)CC. The result is 0 (inactive). (3) The result is 0 (inactive). The drug is Fc1c(C(=O)Nc2ccc(CN3CCOCC3)cc2)cccc1. (4) The compound is S(c1c2nonc2c([N+]([O-])=O)c(NCCOC(=O)C)c1)CCC. The result is 0 (inactive). (5) The drug is Clc1c(n(nc1[N+]([O-])=O)Cc1oc(cc1)C(=O)NN\C=C1\C=C(OC)C(=O)C=C1)C. The result is 0 (inactive). (6) The drug is S1(=O)(=O)N(CC(=O)N2CCc3c2cccc3)C(=O)c2c1cccc2. The result is 0 (inactive).